Dataset: Forward reaction prediction with 1.9M reactions from USPTO patents (1976-2016). Task: Predict the product of the given reaction. (1) Given the reactants [C:1]([C:3]1[CH:8]=[CH:7][C:6]([N:9]([CH2:14][C:15]([F:18])([F:17])[F:16])[CH2:10][C:11](O)=[O:12])=[CH:5][C:4]=1[C:19]([F:22])([F:21])[F:20])#[N:2].CCN=C=NCCCN(C)C.Cl.[F:35][C:36]1[CH:45]=[CH:44][C:39]([C:40](=[N:42]O)[NH2:41])=[CH:38][CH:37]=1, predict the reaction product. The product is: [F:35][C:36]1[CH:45]=[CH:44][C:39]([C:40]2[N:42]=[C:11]([CH2:10][N:9]([CH2:14][C:15]([F:18])([F:17])[F:16])[C:6]3[CH:7]=[CH:8][C:3]([C:1]#[N:2])=[C:4]([C:19]([F:21])([F:20])[F:22])[CH:5]=3)[O:12][N:41]=2)=[CH:38][CH:37]=1. (2) Given the reactants [Br:1][C:2]1[C:3]([NH2:9])=[N:4][CH:5]=[N:6][C:7]=1Cl.Cl.[N:11]1([CH2:15][CH2:16][N:17]2[CH:21]=[C:20]([C:22]3[CH:27]=[CH:26][N:25]=[C:24]([C:28]([F:31])([F:30])[F:29])[CH:23]=3)[N:19]=[C:18]2[CH:32]2[CH2:37][CH2:36][NH:35][CH2:34][CH2:33]2)[CH2:14][CH2:13][CH2:12]1.C(N(C(C)C)C(C)C)C, predict the reaction product. The product is: [N:11]1([CH2:15][CH2:16][N:17]2[CH:21]=[C:20]([C:22]3[CH:27]=[CH:26][N:25]=[C:24]([C:28]([F:31])([F:29])[F:30])[CH:23]=3)[N:19]=[C:18]2[CH:32]2[CH2:33][CH2:34][N:35]([C:7]3[N:6]=[CH:5][N:4]=[C:3]([NH2:9])[C:2]=3[Br:1])[CH2:36][CH2:37]2)[CH2:12][CH2:13][CH2:14]1. (3) Given the reactants [CH2:1]([C:3]1[C:8](=[O:9])[NH:7][C:6]([CH3:10])=[C:5]([C:11]2[S:15][C:14]([S:16](Cl)(=[O:18])=[O:17])=[CH:13][CH:12]=2)[CH:4]=1)[CH3:2].[OH:20][CH2:21][CH:22]1[CH2:27][CH2:26][CH2:25][NH:24][CH2:23]1, predict the reaction product. The product is: [CH2:1]([C:3]1[C:8](=[O:9])[NH:7][C:6]([CH3:10])=[C:5]([C:11]2[S:15][C:14]([S:16]([N:24]3[CH2:25][CH2:26][CH2:27][CH:22]([CH2:21][OH:20])[CH2:23]3)(=[O:18])=[O:17])=[CH:13][CH:12]=2)[CH:4]=1)[CH3:2]. (4) Given the reactants C([O:4][C:5]1[CH:10]=[CH:9][C:8]([N+:11]([O-:13])=[O:12])=[CH:7][C:6]=1[Cl:14])C=C.C(N(CC)[C:18]1[CH:23]=CC=C[CH:19]=1)C.Cl, predict the reaction product. The product is: [CH2:23]([C:10]1[CH:9]=[C:8]([N+:11]([O-:13])=[O:12])[CH:7]=[C:6]([Cl:14])[C:5]=1[OH:4])[CH:18]=[CH2:19]. (5) The product is: [Cl:1][C:2]1[CH:3]=[N:4][N:5]([CH3:28])[C:6]=1[C:7]1[CH:8]=[C:9]2[C:13](=[CH:14][CH:15]=1)[C:12](=[O:16])[N:11]([C@@H:17]([CH2:20][C:21]1[CH:26]=[CH:25][CH:24]=[C:23]([F:27])[CH:22]=1)[CH:18]=[O:19])[CH2:10]2. Given the reactants [Cl:1][C:2]1[CH:3]=[N:4][N:5]([CH3:28])[C:6]=1[C:7]1[CH:8]=[C:9]2[C:13](=[CH:14][CH:15]=1)[C:12](=[O:16])[N:11]([C@@H:17]([CH2:20][C:21]1[CH:26]=[CH:25][CH:24]=[C:23]([F:27])[CH:22]=1)[CH2:18][OH:19])[CH2:10]2.C(Cl)Cl.CC(OI1(OC(C)=O)(OC(C)=O)OC(=O)C2C=CC=CC1=2)=O, predict the reaction product. (6) Given the reactants Cl[C:2]1[C:3]([F:22])=[CH:4][N:5]2[C:10]([C:11]=1[CH3:12])=[C:9]([CH:13]1[CH2:15][CH2:14]1)[CH:8]=[C:7]([C:16]([O:18][CH2:19][CH3:20])=[O:17])[C:6]2=[O:21].[F:23][C:24]1[CH:30]=[C:29](B2OC(C)(C)C(C)(C)O2)[CH:28]=[CH:27][C:25]=1[NH2:26], predict the reaction product. The product is: [NH2:26][C:25]1[CH:27]=[CH:28][C:29]([C:2]2[C:3]([F:22])=[CH:4][N:5]3[C:10]([C:11]=2[CH3:12])=[C:9]([CH:13]2[CH2:15][CH2:14]2)[CH:8]=[C:7]([C:16]([O:18][CH2:19][CH3:20])=[O:17])[C:6]3=[O:21])=[CH:30][C:24]=1[F:23]. (7) Given the reactants [NH:1]1[CH2:5][CH2:4][CH:3]([OH:6])[CH2:2]1.F[C:8]1[CH:18]=[CH:17][C:11]([C:12]([O:14][CH2:15][CH3:16])=[O:13])=[CH:10][CH:9]=1.CS(C)=O, predict the reaction product. The product is: [OH:6][CH:3]1[CH2:4][CH2:5][N:1]([C:8]2[CH:18]=[CH:17][C:11]([C:12]([O:14][CH2:15][CH3:16])=[O:13])=[CH:10][CH:9]=2)[CH2:2]1.